Binary Classification. Given a drug SMILES string, predict its activity (active/inactive) in a high-throughput screening assay against a specified biological target. From a dataset of Orexin1 receptor HTS with 218,158 compounds and 233 confirmed actives. (1) The molecule is Fc1c(N2CCN(CC2)C(=O)Cn2c3ncccc3n3c(c2=O)ccc3)cccc1. The result is 0 (inactive). (2) The compound is O=C(N(C(C1CC1)C1CC1)C)CC1N(CCNC1=O)CC(c1ccccc1)c1ccccc1. The result is 0 (inactive).